Dataset: Forward reaction prediction with 1.9M reactions from USPTO patents (1976-2016). Task: Predict the product of the given reaction. (1) Given the reactants C[CH2:2][N:3](C(C)C)[CH:4](C)C.F[P-](F)(F)(F)(F)F.N1(O[P+](N(C)C)(N(C)C)N(C)C)C2C=CC=CC=2N=N1.C1C2C(COC([N:54]3[CH2:62][C:61]4[C:56](=[CH:57][CH:58]=[CH:59][CH:60]=4)[CH:55]3[C:63]([OH:65])=O)=O)C3C(=CC=CC=3)C=2C=CC=1.CNC, predict the reaction product. The product is: [CH3:2][N:3]([CH3:4])[C:63]([CH:55]1[C:56]2[C:61](=[CH:60][CH:59]=[CH:58][CH:57]=2)[CH2:62][NH:54]1)=[O:65]. (2) Given the reactants [Cl-].O[NH3+:3].[C:4](=[O:7])([O-])[OH:5].[Na+].CS(C)=O.[CH2:13]([C:17]1[N:18]([CH2:32][C:33]2[CH:38]=[CH:37][C:36]([C:39]3[C:40]([C:45]#[N:46])=[CH:41][CH:42]=[CH:43][CH:44]=3)=[CH:35][CH:34]=2)[C:19](=[O:31])[C:20]([C:24]2[CH:29]=[CH:28][C:27]([F:30])=[CH:26][CH:25]=2)=[C:21]([CH3:23])[N:22]=1)[CH2:14][CH2:15][CH3:16], predict the reaction product. The product is: [CH2:13]([C:17]1[N:18]([CH2:32][C:33]2[CH:34]=[CH:35][C:36]([C:39]3[CH:44]=[CH:43][CH:42]=[CH:41][C:40]=3[C:45]3[NH:3][C:4](=[O:7])[O:5][N:46]=3)=[CH:37][CH:38]=2)[C:19](=[O:31])[C:20]([C:24]2[CH:25]=[CH:26][C:27]([F:30])=[CH:28][CH:29]=2)=[C:21]([CH3:23])[N:22]=1)[CH2:14][CH2:15][CH3:16]. (3) Given the reactants [Br:1][CH2:2][C:3](=[O:6])[CH2:4][CH3:5].[CH2:7]1[S:12][CH2:11][CH2:10][CH2:9][CH2:8]1, predict the reaction product. The product is: [Br-:1].[O:6]=[C:3]([CH2:4][CH3:5])[CH2:2][S+:12]1[CH2:7][CH2:8][CH2:9][CH2:10][CH2:11]1. (4) Given the reactants [NH2:1][C:2]1[CH:36]=[CH:35][C:5]([O:6][C:7]2[CH:12]=[CH:11][N:10]=[C:9]3[CH:13]=[C:14]([C:16]4[CH:17]=[C:18]([CH:32]=[CH:33][CH:34]=4)[CH2:19][N:20]([CH2:28][CH2:29][O:30][CH3:31])[C:21](=[O:27])[O:22][C:23]([CH3:26])([CH3:25])[CH3:24])[S:15][C:8]=23)=[C:4]([F:37])[CH:3]=1.[C:38]1([CH2:44][C:45]([N:47]=[C:48]=[S:49])=[O:46])[CH:43]=[CH:42][CH:41]=[CH:40][CH:39]=1, predict the reaction product. The product is: [F:37][C:4]1[CH:3]=[C:2]([NH:1][C:48]([NH:47][C:45](=[O:46])[CH2:44][C:38]2[CH:39]=[CH:40][CH:41]=[CH:42][CH:43]=2)=[S:49])[CH:36]=[CH:35][C:5]=1[O:6][C:7]1[CH:12]=[CH:11][N:10]=[C:9]2[CH:13]=[C:14]([C:16]3[CH:17]=[C:18]([CH:32]=[CH:33][CH:34]=3)[CH2:19][N:20]([CH2:28][CH2:29][O:30][CH3:31])[C:21](=[O:27])[O:22][C:23]([CH3:26])([CH3:25])[CH3:24])[S:15][C:8]=12. (5) Given the reactants [Cl-].[Cl:2][C:3]1[C:12]2[C:7](=[CH:8][CH:9]=[CH:10][CH:11]=2)[CH:6]=[CH:5][C:4]=1[NH:13][CH2:14][CH2:15][NH3+:16].[Cl:17][C:18]1[S:22][C:21]([CH:23]=O)=[CH:20][CH:19]=1, predict the reaction product. The product is: [Cl:2][C:3]1[C:12]2[C:7](=[CH:8][CH:9]=[CH:10][CH:11]=2)[CH:6]=[CH:5][C:4]=1[NH:13][CH2:14][CH2:15][NH:16][CH2:23][C:21]1[S:22][C:18]([Cl:17])=[CH:19][CH:20]=1. (6) Given the reactants [CH3:1][N:2]1[C:6]([CH2:7][O:8][C:9]2[CH:10]=[C:11]3[C:16](=[CH:17][CH:18]=2)[CH:15]=[C:14]([C:19]2[C:27]4[C:22](=[CH:23][CH:24]=[C:25]([C:28]#[N:29])[CH:26]=4)[N:21](C4CCCCO4)[N:20]=2)[CH:13]=[CH:12]3)=[CH:5][N:4]=[CH:3]1.[CH2:36]([OH:38])[CH3:37], predict the reaction product. The product is: [CH2:36]([O:38][C:28]([C:25]1[CH:26]=[C:27]2[C:22](=[CH:23][CH:24]=1)[NH:21][N:20]=[C:19]2[C:14]1[CH:13]=[CH:12][C:11]2[C:16](=[CH:17][CH:18]=[C:9]([O:8][CH2:7][C:6]3[N:2]([CH3:1])[CH:3]=[N:4][CH:5]=3)[CH:10]=2)[CH:15]=1)=[NH:29])[CH3:37]. (7) Given the reactants [Cl:1][C:2]1[CH:9]=[C:8]([N:10]([CH2:16][C:17]2[CH:22]=[CH:21][CH:20]=[CH:19][C:18]=2[C:23]([F:26])([F:25])[F:24])[C@H:11]2[CH2:15][CH2:14][NH:13][CH2:12]2)[CH:7]=[CH:6][C:3]=1[C:4]#[N:5].Br[CH2:28][C:29]1[CH:30]=[N:31][CH:32]=[CH:33][CH:34]=1, predict the reaction product. The product is: [Cl:1][C:2]1[CH:9]=[C:8]([N:10]([C@H:11]2[CH2:15][CH2:14][N:13]([CH2:28][C:29]3[CH:30]=[N:31][CH:32]=[CH:33][CH:34]=3)[CH2:12]2)[CH2:16][C:17]2[CH:22]=[CH:21][CH:20]=[CH:19][C:18]=2[C:23]([F:26])([F:24])[F:25])[CH:7]=[CH:6][C:3]=1[C:4]#[N:5].